Dataset: NCI-60 drug combinations with 297,098 pairs across 59 cell lines. Task: Regression. Given two drug SMILES strings and cell line genomic features, predict the synergy score measuring deviation from expected non-interaction effect. (1) Drug 1: CC(C1=C(C=CC(=C1Cl)F)Cl)OC2=C(N=CC(=C2)C3=CN(N=C3)C4CCNCC4)N. Drug 2: C1CN(CCN1C(=O)CCBr)C(=O)CCBr. Cell line: PC-3. Synergy scores: CSS=16.2, Synergy_ZIP=-1.69, Synergy_Bliss=1.17, Synergy_Loewe=1.36, Synergy_HSA=2.22. (2) Synergy scores: CSS=6.45, Synergy_ZIP=-1.46, Synergy_Bliss=1.47, Synergy_Loewe=-0.714, Synergy_HSA=1.81. Cell line: SNB-75. Drug 2: CC1=C(C=C(C=C1)NC(=O)C2=CC=C(C=C2)CN3CCN(CC3)C)NC4=NC=CC(=N4)C5=CN=CC=C5. Drug 1: C1CC(C1)(C(=O)O)C(=O)O.[NH2-].[NH2-].[Pt+2]. (3) Drug 1: CC1=CC=C(C=C1)C2=CC(=NN2C3=CC=C(C=C3)S(=O)(=O)N)C(F)(F)F. Drug 2: CCC1(CC2CC(C3=C(CCN(C2)C1)C4=CC=CC=C4N3)(C5=C(C=C6C(=C5)C78CCN9C7C(C=CC9)(C(C(C8N6C)(C(=O)OC)O)OC(=O)C)CC)OC)C(=O)OC)O.OS(=O)(=O)O. Cell line: SN12C. Synergy scores: CSS=-2.60, Synergy_ZIP=1.36, Synergy_Bliss=3.42, Synergy_Loewe=-2.39, Synergy_HSA=-1.48. (4) Drug 2: CC1CCC2CC(C(=CC=CC=CC(CC(C(=O)C(C(C(=CC(C(=O)CC(OC(=O)C3CCCCN3C(=O)C(=O)C1(O2)O)C(C)CC4CCC(C(C4)OC)OCCO)C)C)O)OC)C)C)C)OC. Drug 1: CC1=C(C=C(C=C1)NC2=NC=CC(=N2)N(C)C3=CC4=NN(C(=C4C=C3)C)C)S(=O)(=O)N.Cl. Synergy scores: CSS=15.5, Synergy_ZIP=-2.99, Synergy_Bliss=-2.60, Synergy_Loewe=-13.7, Synergy_HSA=-1.54. Cell line: RXF 393. (5) Drug 1: C1=CN(C(=O)N=C1N)C2C(C(C(O2)CO)O)O.Cl. Drug 2: C1=NC2=C(N1)C(=S)N=CN2. Cell line: MDA-MB-435. Synergy scores: CSS=56.3, Synergy_ZIP=-6.11, Synergy_Bliss=-0.0249, Synergy_Loewe=0.334, Synergy_HSA=1.78. (6) Drug 1: CCC(=C(C1=CC=CC=C1)C2=CC=C(C=C2)OCCN(C)C)C3=CC=CC=C3.C(C(=O)O)C(CC(=O)O)(C(=O)O)O. Drug 2: CCN(CC)CCCC(C)NC1=C2C=C(C=CC2=NC3=C1C=CC(=C3)Cl)OC. Cell line: MCF7. Synergy scores: CSS=11.9, Synergy_ZIP=-4.26, Synergy_Bliss=-0.846, Synergy_Loewe=-2.40, Synergy_HSA=0.411. (7) Drug 1: C1=NC2=C(N1)C(=S)N=C(N2)N. Drug 2: CC1=C(C=C(C=C1)NC(=O)C2=CC=C(C=C2)CN3CCN(CC3)C)NC4=NC=CC(=N4)C5=CN=CC=C5. Cell line: HOP-92. Synergy scores: CSS=17.0, Synergy_ZIP=-8.74, Synergy_Bliss=-6.18, Synergy_Loewe=-5.07, Synergy_HSA=-5.06. (8) Drug 1: COC1=CC(=CC(=C1O)OC)C2C3C(COC3=O)C(C4=CC5=C(C=C24)OCO5)OC6C(C(C7C(O6)COC(O7)C8=CC=CS8)O)O. Drug 2: CN(C(=O)NC(C=O)C(C(C(CO)O)O)O)N=O. Cell line: HCC-2998. Synergy scores: CSS=32.5, Synergy_ZIP=-1.41, Synergy_Bliss=4.16, Synergy_Loewe=-61.2, Synergy_HSA=4.45. (9) Drug 1: C1CCN(CC1)CCOC2=CC=C(C=C2)C(=O)C3=C(SC4=C3C=CC(=C4)O)C5=CC=C(C=C5)O. Drug 2: CC12CCC3C(C1CCC2O)C(CC4=C3C=CC(=C4)O)CCCCCCCCCS(=O)CCCC(C(F)(F)F)(F)F. Cell line: SF-268. Synergy scores: CSS=-3.08, Synergy_ZIP=1.91, Synergy_Bliss=-1.56, Synergy_Loewe=-2.02, Synergy_HSA=-3.19. (10) Drug 1: CS(=O)(=O)CCNCC1=CC=C(O1)C2=CC3=C(C=C2)N=CN=C3NC4=CC(=C(C=C4)OCC5=CC(=CC=C5)F)Cl. Drug 2: CC12CCC3C(C1CCC2O)C(CC4=C3C=CC(=C4)O)CCCCCCCCCS(=O)CCCC(C(F)(F)F)(F)F. Cell line: OVCAR-5. Synergy scores: CSS=-0.719, Synergy_ZIP=0.662, Synergy_Bliss=0.867, Synergy_Loewe=-3.38, Synergy_HSA=-2.95.